The task is: Regression. Given two drug SMILES strings and cell line genomic features, predict the synergy score measuring deviation from expected non-interaction effect.. This data is from NCI-60 drug combinations with 297,098 pairs across 59 cell lines. (1) Drug 1: CC(C1=C(C=CC(=C1Cl)F)Cl)OC2=C(N=CC(=C2)C3=CN(N=C3)C4CCNCC4)N. Drug 2: CCN(CC)CCNC(=O)C1=C(NC(=C1C)C=C2C3=C(C=CC(=C3)F)NC2=O)C. Cell line: EKVX. Synergy scores: CSS=0.650, Synergy_ZIP=-1.79, Synergy_Bliss=-6.37, Synergy_Loewe=-8.72, Synergy_HSA=-7.00. (2) Drug 1: CC1OCC2C(O1)C(C(C(O2)OC3C4COC(=O)C4C(C5=CC6=C(C=C35)OCO6)C7=CC(=C(C(=C7)OC)O)OC)O)O. Drug 2: C1CN1P(=S)(N2CC2)N3CC3. Cell line: HL-60(TB). Synergy scores: CSS=67.5, Synergy_ZIP=2.59, Synergy_Bliss=-0.481, Synergy_Loewe=-1.17, Synergy_HSA=1.21.